This data is from Reaction yield outcomes from USPTO patents with 853,638 reactions. The task is: Predict the reaction yield, written as a fraction of the theoretical maximum amount of product (1.0 means a 100% yield; for example, 0.34 means a 34% yield). (1) The reactants are [NH:1]1[CH:5]=[CH:4][N:3]=[C:2]1[NH:6][C:7]([C:9]1[C:17]2[N:16]=[C:15]([NH:18][C:19]([C:21]3[N:22]=[CH:23][C:24]4[C:29]([CH:30]=3)=[CH:28][CH:27]=[CH:26][CH:25]=4)=[O:20])[NH:14][C:13]=2[CH:12]=[C:11]([N+:31]([O-])=O)[CH:10]=1)=[O:8]. The catalyst is CN(C=O)C.C(O)(=O)C.[Pd]. The product is [NH2:31][C:11]1[CH:10]=[C:9]([C:7](=[O:8])[NH:6][C:2]2[NH:3][CH:4]=[CH:5][N:1]=2)[C:17]2[N:16]=[C:15]([NH:18][C:19]([C:21]3[N:22]=[CH:23][C:24]4[C:29]([CH:30]=3)=[CH:28][CH:27]=[CH:26][CH:25]=4)=[O:20])[NH:14][C:13]=2[CH:12]=1. The yield is 0.910. (2) The reactants are [ClH:1].O1CCOCC1.[Cl:8][C:9]1[N:14]=[C:13]([C:15]([N:17]2[CH2:22][CH2:21][N:20](C(OC(C)(C)C)=O)[CH2:19][CH:18]2[CH2:30][O:31][C:32]2[CH:33]=[N:34][CH:35]=[CH:36][CH:37]=2)=[O:16])[CH:12]=[CH:11][CH:10]=1. No catalyst specified. The product is [ClH:8].[ClH:1].[Cl:8][C:9]1[N:14]=[C:13]([C:15]([N:17]2[CH2:22][CH2:21][NH:20][CH2:19][CH:18]2[CH2:30][O:31][C:32]2[CH:33]=[N:34][CH:35]=[CH:36][CH:37]=2)=[O:16])[CH:12]=[CH:11][CH:10]=1. The yield is 0.910. (3) The reactants are [NH4+].[N:2]#[C:3][S-:4].[CH3:5][C:6]([C:8]1[CH:13]=[CH:12][CH:11]=[C:10]([NH2:14])[CH:9]=1)=[O:7]. The catalyst is Cl.O. The product is [C:6]([C:8]1[CH:9]=[C:10]([NH:14][C:3]([NH2:2])=[S:4])[CH:11]=[CH:12][CH:13]=1)(=[O:7])[CH3:5]. The yield is 0.110.